This data is from Plasma protein binding rate (PPBR) regression data from AstraZeneca. The task is: Regression/Classification. Given a drug SMILES string, predict its absorption, distribution, metabolism, or excretion properties. Task type varies by dataset: regression for continuous measurements (e.g., permeability, clearance, half-life) or binary classification for categorical outcomes (e.g., BBB penetration, CYP inhibition). For this dataset (ppbr_az), we predict Y. The molecule is CC[C@H](CO)Nc1nc(SCc2ccccc2)nc2nc(N)sc12. The Y is 98.7 %.